Dataset: Forward reaction prediction with 1.9M reactions from USPTO patents (1976-2016). Task: Predict the product of the given reaction. The product is: [C:44]([O:21][C:20]([C:15]1[CH:16]=[C:17]2[C:12](=[CH:13][CH:14]=1)[N:11]=[C:10]([O:38][CH3:39])[C:9]([CH2:8][C:7]1[S:3][C:4]3[CH:43]=[CH:42][CH:41]=[CH:40][C:5]=3[CH:6]=1)=[C:18]2[Cl:19])([C:32]1[N:36]([CH3:37])[CH:35]=[N:34][CH:33]=1)[C:22]1[CH:23]=[N:24][C:25]([C:28]([F:30])([F:31])[F:29])=[CH:26][CH:27]=1)(=[O:46])[CH3:45]. Given the reactants [H-].[Na+].[S:3]1[C:7]([CH2:8][C:9]2[C:10]([O:38][CH3:39])=[N:11][C:12]3[C:17]([C:18]=2[Cl:19])=[CH:16][C:15]([C:20]([C:32]2[N:36]([CH3:37])[CH:35]=[N:34][CH:33]=2)([C:22]2[CH:23]=[N:24][C:25]([C:28]([F:31])([F:30])[F:29])=[CH:26][CH:27]=2)[OH:21])=[CH:14][CH:13]=3)=[CH:6][C:5]2[CH:40]=[CH:41][CH:42]=[CH:43][C:4]1=2.[C:44](OC(=O)C)(=[O:46])[CH3:45].C([O-])(O)=O.[Na+], predict the reaction product.